Dataset: Forward reaction prediction with 1.9M reactions from USPTO patents (1976-2016). Task: Predict the product of the given reaction. The product is: [Cl:35][CH2:36][O:15][C:14](=[O:16])[C@H:9]([C@H:10]([CH2:12][CH3:13])[CH3:11])[NH:8][C:1]([O:3][C:4]([CH3:5])([CH3:7])[CH3:6])=[O:2]. Given the reactants [C:1]([NH:8][C@H:9]([C:14]([OH:16])=[O:15])[C@H:10]([CH2:12][CH3:13])[CH3:11])([O:3][C:4]([CH3:7])([CH3:6])[CH3:5])=[O:2].[OH-].C([N+](CCCC)(CCCC)CCCC)CCC.[Cl:35][CH2:36]I, predict the reaction product.